Dataset: Full USPTO retrosynthesis dataset with 1.9M reactions from patents (1976-2016). Task: Predict the reactants needed to synthesize the given product. (1) Given the product [C:1]([O:5][C:6]([NH:8][C:9]1[CH:26]=[CH:25][C:24]([O:27][C:28]([F:31])([F:29])[F:30])=[CH:23][C:10]=1[C:11]([NH:13][CH2:14][C:15]([NH:17][C@@H:18]1[CH2:22][CH2:21][N:20]([CH2:42][C:39]2[C:36]3[C:35](=[CH:34][C:33]([CH3:32])=[CH:38][CH:37]=3)[NH:41][CH:40]=2)[CH2:19]1)=[O:16])=[O:12])=[O:7])([CH3:4])([CH3:2])[CH3:3], predict the reactants needed to synthesize it. The reactants are: [C:1]([O:5][C:6]([NH:8][C:9]1[CH:26]=[CH:25][C:24]([O:27][C:28]([F:31])([F:30])[F:29])=[CH:23][C:10]=1[C:11]([NH:13][CH2:14][C:15]([NH:17][C@@H:18]1[CH2:22][CH2:21][NH:20][CH2:19]1)=[O:16])=[O:12])=[O:7])([CH3:4])([CH3:3])[CH3:2].[CH3:32][C:33]1[CH:38]=[CH:37][C:36]2[C:39]([CH2:42]N(C)C)=[CH:40][NH:41][C:35]=2[CH:34]=1. (2) Given the product [CH3:39][O:38][C:28]1[CH:29]=[C:30]([C:35](=[O:36])[NH:54][CH:55]2[CH2:60][CH2:59][N:58]([CH3:61])[CH2:57][CH2:56]2)[CH:31]=[C:32]([O:33][CH3:34])[C:27]=1[C:24]1[CH:23]=[CH:22][C:21]([CH2:20][C@H:19]([NH:18][C:16]([C@H:13]2[CH2:14][CH2:15][C@H:10]([CH2:9][NH:8][C:6](=[O:7])[O:5][C:1]([CH3:2])([CH3:4])[CH3:3])[CH2:11][CH2:12]2)=[O:17])[C:40](=[O:53])[NH:41][C:42]2[CH:43]=[CH:44][C:45]([C:48]3[N:52]=[N:51][NH:50][N:49]=3)=[CH:46][CH:47]=2)=[CH:26][CH:25]=1, predict the reactants needed to synthesize it. The reactants are: [C:1]([O:5][C:6]([NH:8][CH2:9][C@H:10]1[CH2:15][CH2:14][C@H:13]([C:16]([NH:18][C@H:19]([C:40](=[O:53])[NH:41][C:42]2[CH:47]=[CH:46][C:45]([C:48]3[N:49]=[N:50][NH:51][N:52]=3)=[CH:44][CH:43]=2)[CH2:20][C:21]2[CH:26]=[CH:25][C:24]([C:27]3[C:32]([O:33][CH3:34])=[CH:31][C:30]([C:35](O)=[O:36])=[CH:29][C:28]=3[O:38][CH3:39])=[CH:23][CH:22]=2)=[O:17])[CH2:12][CH2:11]1)=[O:7])([CH3:4])([CH3:3])[CH3:2].[NH2:54][CH:55]1[CH2:60][CH2:59][N:58]([CH3:61])[CH2:57][CH2:56]1.C(N(CC)C(C)C)(C)C.F[P-](F)(F)(F)(F)F.CN(C(N(C)C)=[N+]1C2C(=NC=CC=2)[N+]([O-])=N1)C.Cl. (3) Given the product [I:19][C:12]1[CH:17]=[C:16]([C:7]2[C:2]([F:1])=[N:3][CH:4]=[CH:5][CH:6]=2)[N:15]=[CH:14][N:13]=1, predict the reactants needed to synthesize it. The reactants are: [F:1][C:2]1[C:7](B(O)O)=[CH:6][CH:5]=[CH:4][N:3]=1.Cl[C:12]1[CH:17]=[C:16](Cl)[N:15]=[CH:14][N:13]=1.[IH:19]. (4) Given the product [CH3:12][O:13][C:14]1[CH:15]=[C:16]([CH3:36])[C:17]([S:21]([N:40]2[CH2:43][CH2:42][C@H:41]2[CH2:44][O:45][CH2:46][C:47]([N:49]2[CH2:50][CH2:51][N:52]([CH:55]3[CH2:56][CH2:57][N:58]([CH3:61])[CH2:59][CH2:60]3)[CH2:53][CH2:54]2)=[O:48])(=[O:23])=[O:24])=[C:18]([CH3:20])[CH:19]=1, predict the reactants needed to synthesize it. The reactants are: N12CCCN=C1CCCCC2.[CH3:12][O:13][C:14]1[CH:19]=[C:18]([CH3:20])[C:17]([S:21]([O:24]C2C(F)=C(F)C(F)=C(F)C=2F)(=[O:23])=O)=[C:16]([CH3:36])[CH:15]=1.Cl.Cl.Cl.[NH:40]1[CH2:43][CH2:42][C@H:41]1[CH2:44][O:45][CH2:46][C:47]([N:49]1[CH2:54][CH2:53][N:52]([CH:55]2[CH2:60][CH2:59][N:58]([CH3:61])[CH2:57][CH2:56]2)[CH2:51][CH2:50]1)=[O:48].C(=O)([O-])O.[Na+]. (5) Given the product [Cl:1][C:2]1[CH:7]=[CH:6][C:5]([N:8]2[C:12]([CH3:13])=[C:11]([C:14]3[S:43][C:18]([CH:20]4[CH2:25][CH2:24][CH2:23][CH2:22][CH2:21]4)=[CH:17][N:16]=3)[N:10]=[C:9]2[C:26]2[CH:31]=[CH:30][C:29]([Cl:32])=[CH:28][C:27]=2[Cl:33])=[CH:4][CH:3]=1, predict the reactants needed to synthesize it. The reactants are: [Cl:1][C:2]1[CH:7]=[CH:6][C:5]([N:8]2[C:12]([CH3:13])=[C:11]([C:14]([NH:16][CH2:17][C:18]([CH:20]3[CH2:25][CH2:24][CH2:23][CH2:22][CH2:21]3)=O)=O)[N:10]=[C:9]2[C:26]2[CH:31]=[CH:30][C:29]([Cl:32])=[CH:28][C:27]=2[Cl:33])=[CH:4][CH:3]=1.COC1C=CC(P2(SP(C3C=CC(OC)=CC=3)(=S)S2)=[S:43])=CC=1. (6) Given the product [C:30]([NH:29][C@@H:8]([CH2:9][C:10]1[CH:15]=[CH:14][C:13]([NH:16][C:17](=[O:28])[CH2:18][CH2:19][CH2:20][CH2:21][CH2:22][CH2:23][C:24](=[O:27])[NH:25][OH:26])=[CH:12][CH:11]=1)[C:7]([OH:33])=[O:6])(=[O:32])[CH3:31], predict the reactants needed to synthesize it. The reactants are: C1([O:6][C:7](=[O:33])[C@@H:8]([NH:29][C:30](=[O:32])[CH3:31])[CH2:9][C:10]2[CH:15]=[CH:14][C:13]([NH:16][C:17](=[O:28])[CH2:18][CH2:19][CH2:20][CH2:21][CH2:22][CH2:23][C:24](=[O:27])[NH:25][OH:26])=[CH:12][CH:11]=2)CCCC1.[OH-].[Na+].